Dataset: Forward reaction prediction with 1.9M reactions from USPTO patents (1976-2016). Task: Predict the product of the given reaction. (1) Given the reactants Cl[C:2]1[N:7]=[C:6]([NH:8][C:9]2[CH:18]=[CH:17][CH:16]=[CH:15][C:10]=2[C:11]([NH:13][CH3:14])=[O:12])[C:5]([Cl:19])=[CH:4][N:3]=1.[NH2:20][C:21]1[CH:35]=[CH:34][C:24]2[N:25]([CH3:33])[C:26](=[O:32])[CH2:27][CH2:28][C:29]([CH3:31])([CH3:30])[C:23]=2[CH:22]=1.Cl, predict the reaction product. The product is: [Cl:19][C:5]1[C:6]([NH:8][C:9]2[CH:18]=[CH:17][CH:16]=[CH:15][C:10]=2[C:11]([NH:13][CH3:14])=[O:12])=[N:7][C:2]([NH:20][C:21]2[CH:35]=[CH:34][C:24]3[N:25]([CH3:33])[C:26](=[O:32])[CH2:27][CH2:28][C:29]([CH3:31])([CH3:30])[C:23]=3[CH:22]=2)=[N:3][CH:4]=1. (2) Given the reactants Cl[C@H:2]([C@H:8]([OH:12])[CH2:9][CH2:10][CH3:11])[C:3]([O:5]CC)=[O:4].[O-]CC.[Na+].C(O)C.[OH-].[K+], predict the reaction product. The product is: [CH2:9]([C@H:8]1[O:12][C@@H:2]1[C:3]([OH:5])=[O:4])[CH2:10][CH3:11]. (3) Given the reactants [NH2:1][C:2]1[CH:7]=[C:6]([CH:8]([CH3:10])[CH3:9])[CH:5]=[CH:4][C:3]=1[CH2:11][CH2:12][NH:13][C:14](=[O:20])OC(C)(C)C.N1[CH:26]=[CH:25][CH:24]=CC=1.Cl[C:28](=[O:34])[C:29]([O:31][CH2:32][CH3:33])=[O:30].[OH2:35].Cl[CH2:37]Cl, predict the reaction product. The product is: [C:25]([O:35][CH:12]([N:13]=[C:14]=[O:20])[CH2:11][C:3]1[CH:4]=[CH:5][C:6]([CH:8]([CH3:9])[CH3:10])=[CH:7][C:2]=1[NH:1][C:28](=[O:34])[C:29]([O:31][CH2:32][CH3:33])=[O:30])([CH3:24])([CH3:26])[CH3:37].